Task: Predict which catalyst facilitates the given reaction.. Dataset: Catalyst prediction with 721,799 reactions and 888 catalyst types from USPTO (1) Reactant: [C:1]([N:8]1[CH2:13][CH2:12][NH:11][C@H:10]([CH3:14])[CH2:9]1)([O:3][C:4]([CH3:7])([CH3:6])[CH3:5])=[O:2].C(N(CC)CC)C.Cl[C:23]([O:25][CH2:26][CH3:27])=[O:24]. Product: [CH2:26]([O:25][C:23]([N:11]1[CH2:12][CH2:13][N:8]([C:1]([O:3][C:4]([CH3:7])([CH3:6])[CH3:5])=[O:2])[CH2:9][C@H:10]1[CH3:14])=[O:24])[CH3:27]. The catalyst class is: 4. (2) Reactant: [CH3:1][O:2][C:3]1[CH:8]=[CH:7][C:6]([C@H:9]([NH2:11])[CH3:10])=[CH:5][CH:4]=1.[N:12]1[C:21]2[C:20](=O)[CH2:19][CH2:18][CH2:17][C:16]=2[CH:15]=[CH:14][CH:13]=1.C(O)(=O)C.C(O[BH-](OC(=O)C)OC(=O)C)(=O)C.[Na+].C(=O)([O-])[O-].[Na+].[Na+]. Product: [CH3:1][O:2][C:3]1[CH:8]=[CH:7][C:6]([C@H:9]([NH:11][C@H:20]2[C:21]3[N:12]=[CH:13][CH:14]=[CH:15][C:16]=3[CH2:17][CH2:18][CH2:19]2)[CH3:10])=[CH:5][CH:4]=1. The catalyst class is: 26. (3) Reactant: [CH3:1][O:2][C:3]([C:5]1[CH:10]=[CH:9][C:8]([OH:11])=[CH:7][N:6]=1)=[O:4].[F:12][C:13]([F:21])([F:20])[CH2:14]OS(C)(=O)=O.C([O-])([O-])=O.[K+].[K+]. Product: [CH3:1][O:2][C:3]([C:5]1[CH:10]=[CH:9][C:8]([O:11][CH2:14][C:13]([F:21])([F:20])[F:12])=[CH:7][N:6]=1)=[O:4]. The catalyst class is: 10. (4) Reactant: [C:1]([O:5][C:6](=[O:22])[NH:7][C:8]1[CH:13]=[C:12](Cl)[C:11]([C:15]([F:18])([F:17])[F:16])=[CH:10][C:9]=1[N+:19]([O-:21])=[O:20])([CH3:4])([CH3:3])[CH3:2].[NH:23]1[CH2:26][CH2:25][CH2:24]1.CCN(CC)CC. Product: [C:1]([O:5][C:6](=[O:22])[NH:7][C:8]1[CH:13]=[C:12]([N:23]2[CH2:26][CH2:25][CH2:24]2)[C:11]([C:15]([F:18])([F:17])[F:16])=[CH:10][C:9]=1[N+:19]([O-:21])=[O:20])([CH3:4])([CH3:3])[CH3:2]. The catalyst class is: 16. (5) Reactant: [CH3:1]/[C:2](/[C:5]1[N:10]=[C:9]2[O:11][C:12]([C:18]3[CH:23]=[CH:22][C:21]([F:24])=[CH:20][CH:19]=3)=[C:13]([C:14](=[O:17])[NH:15][CH3:16])[C:8]2=[CH:7][C:6]=1[C:25]1[CH:26]=[C:27]([CH:35]=[CH:36][CH:37]=1)[C:28]([O:30][C:31]([CH3:34])([CH3:33])[CH3:32])=[O:29])=[CH:3]\[CH3:4]. Product: [CH:2]([C:5]1[N:10]=[C:9]2[O:11][C:12]([C:18]3[CH:23]=[CH:22][C:21]([F:24])=[CH:20][CH:19]=3)=[C:13]([C:14](=[O:17])[NH:15][CH3:16])[C:8]2=[CH:7][C:6]=1[C:25]1[CH:26]=[C:27]([CH:35]=[CH:36][CH:37]=1)[C:28]([O:30][C:31]([CH3:33])([CH3:32])[CH3:34])=[O:29])([CH2:3][CH3:4])[CH3:1]. The catalyst class is: 50. (6) Reactant: Cl[CH2:2][CH2:3][CH2:4][CH2:5][O:6][C:7]1[CH:12]=[CH:11][C:10]([C:13]2[CH:18]=[CH:17][C:16]([C:19]([O:21][CH2:22][CH3:23])=[O:20])=[CH:15][CH:14]=2)=[CH:9][C:8]=1[C:24]1[CH:33]=[CH:32][C:31]2[C:30]([CH3:35])([CH3:34])[CH2:29][CH2:28][C:27]([CH3:37])([CH3:36])[C:26]=2[CH:25]=1.[CH:38]1([NH2:41])[CH2:40][CH2:39]1. Product: [CH:38]1([NH:41][CH:4]([CH2:3][CH3:2])[CH2:5][O:6][C:7]2[CH:12]=[CH:11][C:10]([C:13]3[CH:18]=[CH:17][C:16]([C:19]([O:21][CH2:22][CH3:23])=[O:20])=[CH:15][CH:14]=3)=[CH:9][C:8]=2[C:24]2[CH:33]=[CH:32][C:31]3[C:30]([CH3:35])([CH3:34])[CH2:29][CH2:28][C:27]([CH3:37])([CH3:36])[C:26]=3[CH:25]=2)[CH2:40][CH2:39]1. The catalyst class is: 8. (7) Reactant: Cl[C:2]1[C:11]2[C:6](=[CH:7][CH:8]=[CH:9][N:10]=2)[N:5]=[CH:4][C:3]=1[N+:12]([O-:14])=[O:13].C(N(CC)CC)C.[CH:22]([O:25][CH2:26][CH2:27][CH2:28][NH2:29])([CH3:24])[CH3:23]. Product: [CH:22]([O:25][CH2:26][CH2:27][CH2:28][NH:29][C:2]1[C:11]2[C:6](=[CH:7][CH:8]=[CH:9][N:10]=2)[N:5]=[CH:4][C:3]=1[N+:12]([O-:14])=[O:13])([CH3:24])[CH3:23]. The catalyst class is: 4. (8) Product: [O:5]=[S:4]1(=[O:6])[CH2:3][CH2:2][CH2:1][CH2:8][N:7]1[C:10]1[N:19]=[C:18]([C:20]([NH:22][CH2:23][C:24]2[CH:29]=[CH:28][C:27]([F:30])=[CH:26][CH:25]=2)=[O:21])[C:17]([OH:31])=[C:16]2[C:11]=1[CH:12]=[CH:13][CH:14]=[N:15]2. The catalyst class is: 17. Reactant: [CH2:1]1[CH2:8][NH:7][S:4](=[O:6])(=[O:5])[CH2:3][CH2:2]1.Br[C:10]1[N:19]=[C:18]([C:20]([NH:22][CH2:23][C:24]2[CH:29]=[CH:28][C:27]([F:30])=[CH:26][CH:25]=2)=[O:21])[C:17]([OH:31])=[C:16]2[C:11]=1[CH:12]=[CH:13][CH:14]=[N:15]2. (9) Reactant: [F:1][C:2]([F:13])([F:12])[C:3](O[C:3](=O)[C:2]([F:13])([F:12])[F:1])=O.[NH2:14][C:15]1[CH:20]=[C:19]([C:21]([F:24])([F:23])[F:22])[CH:18]=[CH:17][C:16]=1[NH:25][C:26]1[CH:27]=[C:28]([CH:32]=[CH:33][CH:34]=1)[C:29]([OH:31])=[O:30]. Product: [F:1][C:2]([F:13])([F:12])[C:3]1[N:25]([C:26]2[CH:27]=[C:28]([CH:32]=[CH:33][CH:34]=2)[C:29]([OH:31])=[O:30])[C:16]2[CH:17]=[CH:18][C:19]([C:21]([F:23])([F:24])[F:22])=[CH:20][C:15]=2[N:14]=1. The catalyst class is: 1. (10) Reactant: C(N(CC)CC)C.[F:8][C:9]1[C:14]([F:15])=[CH:13][CH:12]=[CH:11][C:10]=1[C@H:16]1[CH2:22][N:21]2[CH:23]([CH2:26][CH3:27])[CH2:24][N:25]=[C:20]2[C@H:19]([NH2:28])[CH2:18][CH2:17]1.[O:29]=[C:30]1[NH:38][C:33]2=[N:34][CH:35]=[CH:36][CH:37]=[C:32]2[N:31]1[CH:39]1[CH2:44][CH2:43][N:42]([C:45](Cl)=[O:46])[CH2:41][CH2:40]1.C(=O)(O)[O-].[Na+]. Product: [F:8][C:9]1[C:14]([F:15])=[CH:13][CH:12]=[CH:11][C:10]=1[C@H:16]1[CH2:22][N:21]2[CH:23]([CH2:26][CH3:27])[CH2:24][N:25]=[C:20]2[C@H:19]([NH:28][C:45]([N:42]2[CH2:41][CH2:40][CH:39]([N:31]3[C:32]4[C:33](=[N:34][CH:35]=[CH:36][CH:37]=4)[NH:38][C:30]3=[O:29])[CH2:44][CH2:43]2)=[O:46])[CH2:18][CH2:17]1. The catalyst class is: 4.